Regression. Given a peptide amino acid sequence and an MHC pseudo amino acid sequence, predict their binding affinity value. This is MHC class I binding data. From a dataset of Peptide-MHC class I binding affinity with 185,985 pairs from IEDB/IMGT. (1) The peptide sequence is VSLLGSALLK. The MHC is HLA-A11:01 with pseudo-sequence HLA-A11:01. The binding affinity (normalized) is 0.648. (2) The peptide sequence is LDEFKPIVQY. The MHC is Mamu-A11 with pseudo-sequence Mamu-A11. The binding affinity (normalized) is 0. (3) The peptide sequence is EEHYLMHPAQT. The MHC is Mamu-A11 with pseudo-sequence Mamu-A11. The binding affinity (normalized) is 0.352. (4) The peptide sequence is RTMPLSRFT. The MHC is HLA-A02:01 with pseudo-sequence HLA-A02:01. The binding affinity (normalized) is 0.0847. (5) The peptide sequence is ALGPAATL. The MHC is HLA-A68:02 with pseudo-sequence HLA-A68:02. The binding affinity (normalized) is 0.